From a dataset of Catalyst prediction with 721,799 reactions and 888 catalyst types from USPTO. Predict which catalyst facilitates the given reaction. (1) Reactant: [NH2:1][C@H:2]([C:4]1[N:5]([C:16]2[CH:21]=[CH:20][CH:19]=[CH:18][CH:17]=2)[C:6](=[O:15])[C:7]2[C:12]([CH:13]=1)=[CH:11][CH:10]=[CH:9][C:8]=2Cl)[CH3:3].[CH3:22][O:23][C:24]1[CH:29]=[C:28](B(O)O)[CH:27]=[CH:26][N:25]=1. Product: [NH2:1][C@H:2]([C:4]1[N:5]([C:16]2[CH:21]=[CH:20][CH:19]=[CH:18][CH:17]=2)[C:6](=[O:15])[C:7]2[C:12]([CH:13]=1)=[CH:11][CH:10]=[CH:9][C:8]=2[C:28]1[CH:27]=[CH:26][N:25]=[C:24]([O:23][CH3:22])[CH:29]=1)[CH3:3]. The catalyst class is: 45. (2) Reactant: Cl[C:2]1[C:7]([OH:8])=[C:6]([F:9])[C:5]([CH3:10])=[C:4]([N+:11]([O-])=O)[CH:3]=1.C([O-])=O.[NH4+]. Product: [NH2:11][C:4]1[CH:3]=[CH:2][C:7]([OH:8])=[C:6]([F:9])[C:5]=1[CH3:10]. The catalyst class is: 29. (3) Reactant: [CH:1]([O:4][C:5]([N:7]1[CH2:12][CH2:11][CH:10]([O:13][N:14]=[C:15]2[CH2:20][CH2:19][N:18]([C:21]3[CH:26]=[C:25]([F:27])[C:24]([CH:28]4[S:33][CH2:32][CH2:31][CH2:30][S:29]4)=[CH:23][C:22]=3[F:34])[CH2:17][CH2:16]2)[CH2:9][CH2:8]1)=[O:6])([CH3:3])[CH3:2].C1C=C(Cl)C=C(C(OO)=[O:43])C=1. Product: [CH:1]([O:4][C:5]([N:7]1[CH2:12][CH2:11][CH:10]([O:13][N:14]=[C:15]2[CH2:20][CH2:19][N:18]([C:21]3[CH:26]=[C:25]([F:27])[C:24]([CH:28]4[S:33][CH2:32][CH2:31][CH2:30][S:29]4=[O:43])=[CH:23][C:22]=3[F:34])[CH2:17][CH2:16]2)[CH2:9][CH2:8]1)=[O:6])([CH3:3])[CH3:2]. The catalyst class is: 2.